This data is from Full USPTO retrosynthesis dataset with 1.9M reactions from patents (1976-2016). The task is: Predict the reactants needed to synthesize the given product. (1) Given the product [OH:1][C@@:2]1([C:13]([OH:15])=[O:14])[C:10]2[CH:9]=[C:8]([CH2:8][CH2:9][C:10]3[CH:2]=[CH:3][CH:4]=[CH:5][CH:6]=3)[S:7][C:6]=2[C@@H:5]([OH:11])[C@H:4]([OH:12])[CH2:3]1, predict the reactants needed to synthesize it. The reactants are: [OH:1][C@@:2]1([C:13]([OH:15])=[O:14])[C:10]2[CH:9]=[CH:8][S:7][C:6]=2[C@@H:5]([OH:11])[C@H:4]([OH:12])[CH2:3]1. (2) Given the product [C:11]([CH2:12][CH2:13][CH:3]([C:4](=[O:5])[CH3:6])[C:2]([O:8][CH2:9][CH3:10])=[O:7])#[N:14], predict the reactants needed to synthesize it. The reactants are: [Na].[C:2]([O:8][CH2:9][CH3:10])(=[O:7])[CH2:3][C:4]([CH3:6])=[O:5].[C:11](#[N:14])[CH:12]=[CH2:13]. (3) Given the product [F:8][C:9]1[CH:14]=[CH:13][C:12]([C:15]2[CH:16]=[CH:17][C:18]3[N:19]([C:21]([S:24][C:25]4[CH:41]=[CH:40][C:28]5[N:29]=[C:30]([NH2:32])[S:31][C:27]=5[CH:26]=4)=[N:22][N:23]=3)[N:20]=2)=[CH:11][CH:10]=1, predict the reactants needed to synthesize it. The reactants are: FC(F)(F)C(O)=O.[F:8][C:9]1[CH:14]=[CH:13][C:12]([C:15]2[CH:16]=[CH:17][C:18]3[N:19]([C:21]([S:24][C:25]4[CH:41]=[CH:40][C:28]5[N:29]=[C:30]([NH:32]C(=O)OC(C)(C)C)[S:31][C:27]=5[CH:26]=4)=[N:22][N:23]=3)[N:20]=2)=[CH:11][CH:10]=1. (4) Given the product [OH:1][C@@H:2]1[CH2:25][CH2:24][C@@:23]2([CH3:26])[C@H:4]([C@@H:5]([CH2:29][CH3:30])[C:6](=[O:28])[C@@H:7]3[C@@H:22]2[CH2:21][CH2:20][C@@:19]2([CH3:27])[C@H:8]3[CH2:9][CH2:10][C@@H:11]2[C@H:12]([CH3:18])[CH2:13][CH2:14][C:15]([OH:17])=[O:16])[CH2:3]1, predict the reactants needed to synthesize it. The reactants are: [OH:1][C@@H:2]1[CH2:25][CH2:24][C@@:23]2([CH3:26])[C@H:4](/[C:5](=[CH:29]/[CH3:30])/[C:6](=[O:28])[C@@H:7]3[C@@H:22]2[CH2:21][CH2:20][C@@:19]2([CH3:27])[C@H:8]3[CH2:9][CH2:10][C@@H:11]2[C@H:12]([CH3:18])[CH2:13][CH2:14][C:15]([OH:17])=[O:16])[CH2:3]1.[OH-].[Na+]. (5) Given the product [CH:31]1([C:29]([NH:28][C@@H:27]2[C@H:23]3[O:22][CH2:21][C@H:20]([NH:19][C:9](=[O:11])[C:8]4[CH:12]=[CH:13][CH:14]=[CH:15][C:7]=4[O:6][C:5]4[CH:16]=[CH:17][CH:18]=[C:3]([O:2][CH3:1])[CH:4]=4)[C@H:24]3[O:25][CH2:26]2)=[O:30])[CH2:32][CH2:33]1, predict the reactants needed to synthesize it. The reactants are: [CH3:1][O:2][C:3]1[CH:4]=[C:5]([CH:16]=[CH:17][CH:18]=1)[O:6][C:7]1[CH:15]=[CH:14][CH:13]=[CH:12][C:8]=1[C:9]([OH:11])=O.[NH2:19][C@@H:20]1[C@H:24]2[O:25][CH2:26][C@H:27]([NH:28][C:29]([CH:31]3[CH2:33][CH2:32]3)=[O:30])[C@H:23]2[O:22][CH2:21]1. (6) The reactants are: [O:1]=[C:2]1[CH:7]=[C:6]([CH:8]2[CH2:13][CH2:12][N:11](C(OC(C)(C)C)=O)[CH2:10][CH2:9]2)[N:5]2[N:21]=[C:22]3[N:27]=[CH:26][C:25]([C:28]4[CH:33]=[CH:32][CH:31]=[CH:30][CH:29]=4)=[CH:24][C:23]3=[C:4]2[NH:3]1.[ClH:34]. Given the product [ClH:34].[C:28]1([C:25]2[CH:26]=[N:27][C:22]3=[N:21][N:5]4[C:6]([CH:8]5[CH2:13][CH2:12][NH:11][CH2:10][CH2:9]5)=[CH:7][C:2](=[O:1])[NH:3][C:4]4=[C:23]3[CH:24]=2)[CH:33]=[CH:32][CH:31]=[CH:30][CH:29]=1, predict the reactants needed to synthesize it. (7) Given the product [CH2:15]([O:19][C:20](=[O:24])[C@H:21]([CH3:23])[NH:22][C:11](=[O:13])[CH2:10][CH2:9][CH2:8][CH2:7][C:1]1[CH:2]=[CH:3][CH:4]=[CH:5][CH:6]=1)[CH:16]([CH3:18])[CH3:17], predict the reactants needed to synthesize it. The reactants are: [C:1]1([CH2:7][CH2:8][CH2:9][CH2:10][C:11]([OH:13])=O)[CH:6]=[CH:5][CH:4]=[CH:3][CH:2]=1.Cl.[CH2:15]([O:19][C:20](=[O:24])[C@H:21]([CH3:23])[NH2:22])[CH:16]([CH3:18])[CH3:17]. (8) Given the product [CH:25]([N:14]1[CH:13]=[CH:22][C:21]2[C:16](=[C:17]([CH3:23])[CH:18]=[CH:19][CH:20]=2)[C:15]1=[O:24])([CH3:27])[CH3:26], predict the reactants needed to synthesize it. The reactants are: NC1N=CN=C2N(C[C:13]3[N:14]([CH:25]([CH3:27])[CH3:26])[C:15](=[O:24])[C:16]4[C:21]([CH:22]=3)=[CH:20][CH:19]=[CH:18][C:17]=4[CH3:23])N=C(I)C=12.CC1(C)C(C)(C)OB(C2C=C(O)C=CC=2)O1.C1C=CC(P(C2C=CC=CC=2)C2C=CC=CC=2)=CC=1.C([O-])([O-])=O.[Na+].[Na+].